The task is: Predict the reactants needed to synthesize the given product.. This data is from Full USPTO retrosynthesis dataset with 1.9M reactions from patents (1976-2016). (1) Given the product [NH2:45][C:2]1[N:7]=[N:6][CH:5]=[C:4]2[N:8]([C@@H:11]3[O:33][C@H:32]([CH2:34][OH:35])[C@@H:22]([OH:23])[C@@:12]3([CH3:44])[OH:13])[CH:9]=[N:10][C:3]=12, predict the reactants needed to synthesize it. The reactants are: Cl[C:2]1[N:7]=[N:6][CH:5]=[C:4]2[N:8]([C@@H:11]3[O:33][C@H:32]([CH2:34][O:35]C(=O)C4C=CC=CC=4)[C@@H:22]([O:23]C(=O)C4C=CC=CC=4)[C@@:12]3([CH3:44])[O:13]C(=O)C3C=CC=CC=3)[CH:9]=[N:10][C:3]=12.[NH3:45]. (2) Given the product [NH2:17][C@H:3]([CH2:2][OH:1])[C:4]([N:5]([CH3:15])[CH2:6][CH2:7][CH2:8][C:9]1[N:10]([CH3:14])[CH:11]=[CH:12][N:13]=1)=[O:16], predict the reactants needed to synthesize it. The reactants are: [OH:1][CH2:2][C@@H:3]([NH:17]C(=O)OCC1C=CC=CC=1)[C:4](=[O:16])[N:5]([CH3:15])[CH2:6][CH2:7][CH2:8][C:9]1[N:10]([CH3:14])[CH:11]=[CH:12][N:13]=1. (3) Given the product [Br:1][C:2]1[CH:3]=[C:4]([CH2:5][OH:6])[CH:7]=[CH:8][CH:9]=1, predict the reactants needed to synthesize it. The reactants are: [Br:1][C:2]1[CH:3]=[C:4]([CH:7]=[CH:8][CH:9]=1)[CH:5]=[O:6].[BH4-].[Na+]. (4) Given the product [C:1]([O:5][C:6]([NH:8][CH2:9][C@H:10]1[CH2:15][CH2:14][C@H:13]([C:16]([NH:18][C@H:19]([C:39](=[O:52])[NH:40][C:41]2[CH:46]=[CH:45][C:44]([C:47]3[N:48]=[N:49][NH:50][N:51]=3)=[CH:43][CH:42]=2)[CH2:20][C:21]2[CH:22]=[CH:23][C:24]([C:27]3[C:32]([CH3:33])=[CH:31][C:30]([CH3:34])=[C:29]([C:35]([OH:37])=[O:36])[CH:28]=3)=[CH:25][CH:26]=2)=[O:17])[CH2:12][CH2:11]1)=[O:7])([CH3:4])([CH3:2])[CH3:3], predict the reactants needed to synthesize it. The reactants are: [C:1]([O:5][C:6]([NH:8][CH2:9][C@H:10]1[CH2:15][CH2:14][C@H:13]([C:16]([NH:18][C@H:19]([C:39](=[O:52])[NH:40][C:41]2[CH:46]=[CH:45][C:44]([C:47]3[N:48]=[N:49][NH:50][N:51]=3)=[CH:43][CH:42]=2)[CH2:20][C:21]2[CH:26]=[CH:25][C:24]([C:27]3[C:32]([CH3:33])=[CH:31][C:30]([CH3:34])=[C:29]([C:35]([O:37]C)=[O:36])[CH:28]=3)=[CH:23][CH:22]=2)=[O:17])[CH2:12][CH2:11]1)=[O:7])([CH3:4])([CH3:3])[CH3:2].[OH-].[Li+].Cl. (5) Given the product [CH:1]1([CH2:4][N:5]2[CH2:30][CH2:29][C@:12]34[C:13]5[C:14]6[O:28][C@H:11]3[C@@H:10]([OH:31])[CH2:9][CH2:8][C@@:7]4([O:32][CH2:33][CH:34]=[CH2:35])[C@H:6]2[CH2:19][C:18]=5[CH:17]=[CH:16][C:15]=6[O:20][CH2:21][C:22]2[CH:23]=[CH:24][CH:25]=[CH:26][CH:27]=2)[CH2:3][CH2:2]1, predict the reactants needed to synthesize it. The reactants are: [CH:1]1([CH2:4][N:5]2[CH2:30][CH2:29][C@:12]34[C:13]5[C:14]6[O:28][C@H:11]3[C:10](=[O:31])[CH2:9][CH2:8][C@@:7]4([O:32][CH2:33][CH:34]=[CH2:35])[C@H:6]2[CH2:19][C:18]=5[CH:17]=[CH:16][C:15]=6[O:20][CH2:21][C:22]2[CH:27]=[CH:26][CH:25]=[CH:24][CH:23]=2)[CH2:3][CH2:2]1.CCC(C)[BH-](C(C)CC)C(C)CC.[K+].